From a dataset of Full USPTO retrosynthesis dataset with 1.9M reactions from patents (1976-2016). Predict the reactants needed to synthesize the given product. (1) Given the product [CH3:20][O:18][C:17]([C:10]1[C:11]2[CH:15]=[C:14]([CH3:16])[O:13][C:12]=2[C:7]([O:6][CH:1]2[CH2:2][CH2:3][CH2:4][CH2:5]2)=[CH:8][CH:9]=1)=[O:19], predict the reactants needed to synthesize it. The reactants are: [CH:1]1([O:6][C:7]2[C:12]3[O:13][C:14]([CH3:16])=[CH:15][C:11]=3[C:10]([C:17]([OH:19])=[O:18])=[CH:9][CH:8]=2)[CH2:5][CH2:4][CH2:3][CH2:2]1.[C:20](=O)([O-])[O-].[K+].[K+].S(OC)(OC)(=O)=O. (2) Given the product [F:1][C:2]1[C:7]2[N:8]=[CH:9][S:10][C:6]=2[C:5]([O:12][CH3:13])=[CH:4][CH:3]=1, predict the reactants needed to synthesize it. The reactants are: [F:1][C:2]1[C:7]2[N:8]=[C:9](N)[S:10][C:6]=2[C:5]([O:12][CH3:13])=[CH:4][CH:3]=1.N(OCCC(C)C)=O. (3) Given the product [ClH:1].[CH2:15]([S:22][C:2]([CH2:4][C:5]1[O:9][C:8]([C:10]([O:12][CH2:13][CH3:14])=[O:11])=[CH:7][CH:6]=1)=[NH:3])[C:16]1[CH:21]=[CH:20][CH:19]=[CH:18][CH:17]=1, predict the reactants needed to synthesize it. The reactants are: [ClH:1].[C:2]([CH2:4][C:5]1[O:9][C:8]([C:10]([O:12][CH2:13][CH3:14])=[O:11])=[CH:7][CH:6]=1)#[N:3].[CH2:15]([SH:22])[C:16]1[CH:21]=[CH:20][CH:19]=[CH:18][CH:17]=1.